This data is from Cav3 T-type calcium channel HTS with 100,875 compounds. The task is: Binary Classification. Given a drug SMILES string, predict its activity (active/inactive) in a high-throughput screening assay against a specified biological target. (1) The result is 1 (active). The molecule is OC(CN1CCC(CC1)Cc1ccccc1)COc1c(OC)cc(cc1)CC=C. (2) The compound is Brc1cc(F)c(NC(=O)CCCCCN2C(=O)CCC2=O)cc1. The result is 0 (inactive). (3) The compound is S(c1n(Cc2occc2)c(nn1)c1cccnc1)Cc1ccc(F)cc1. The result is 0 (inactive). (4) The drug is s1c(nn2c(nnc12)c1ccccc1)Cc1sccc1. The result is 0 (inactive). (5) The result is 0 (inactive). The molecule is S(=O)(=O)(N(CC(=O)N1CCC(=CC1)c1ccccc1)c1ccc(OC)cc1)c1c(onc1C)C. (6) The drug is O=c1[nH]c2c(cc1CN(C1CCCC1)C(CC)c1n(nnn1)CC(OCC)=O)ccc(c2)C. The result is 0 (inactive).